This data is from Reaction yield outcomes from USPTO patents with 853,638 reactions. The task is: Predict the reaction yield, written as a fraction of the theoretical maximum amount of product (1.0 means a 100% yield; for example, 0.34 means a 34% yield). (1) The reactants are C1(P(C2C=CC=CC=2)C2C=CC=CC=2)C=CC=CC=1.C(NC(C)C)(C)C.Br[C:28]1[CH:33]=[CH:32][C:31]([NH:34][C:35](=[O:37])[CH3:36])=[CH:30][CH:29]=1.[C:38]([C:40]1[CH:45]=[CH:44][C:43]([CH2:46][C:47]([NH:49][NH:50][C:51]([O:53][C:54]([CH3:57])([CH3:56])[CH3:55])=[O:52])=[O:48])=[CH:42][CH:41]=1)#[CH:39]. The catalyst is C([O-])(=O)C.[Pd+2].C([O-])(=O)C.C(#N)C. The product is [C:35]([NH:34][C:31]1[CH:32]=[CH:33][C:28]([C:39]#[C:38][C:40]2[CH:41]=[CH:42][C:43]([CH2:46][C:47]([NH:49][NH:50][C:51]([O:53][C:54]([CH3:57])([CH3:56])[CH3:55])=[O:52])=[O:48])=[CH:44][CH:45]=2)=[CH:29][CH:30]=1)(=[O:37])[CH3:36]. The yield is 0.200. (2) The reactants are [CH3:1][N:2]([CH3:28])[C:3]([C:5]1[N:22]([CH:23]2[CH2:27][CH2:26][CH2:25][CH2:24]2)[C:8]2[N:9]=[C:10]([NH:13][C:14]3[CH:19]=[CH:18][C:17]([CH:20]=O)=[CH:16][N:15]=3)[N:11]=[CH:12][C:7]=2[CH:6]=1)=[O:4].[CH3:29][C@@H:30]1[CH2:35][NH:34][CH2:33][C@H:32]([CH3:36])[N:31]1[C:37]([O:39][C:40]([CH3:43])([CH3:42])[CH3:41])=[O:38]. No catalyst specified. The product is [C:40]([O:39][C:37]([N:31]1[C@H:32]([CH3:36])[CH2:33][N:34]([CH2:20][C:17]2[CH:16]=[N:15][C:14]([NH:13][C:10]3[N:11]=[CH:12][C:7]4[CH:6]=[C:5]([C:3](=[O:4])[N:2]([CH3:1])[CH3:28])[N:22]([CH:23]5[CH2:24][CH2:25][CH2:26][CH2:27]5)[C:8]=4[N:9]=3)=[CH:19][CH:18]=2)[CH2:35][C@@H:30]1[CH3:29])=[O:38])([CH3:43])([CH3:41])[CH3:42]. The yield is 0.740. (3) The reactants are [CH3:1][O:2][C:3]1[CH:8]=[CH:7][C:6]([N:9]([CH2:34][C:35]2[CH:36]=[N:37][CH:38]=[CH:39][C:40]=2[CH3:41])[CH:10]2[CH2:15][CH2:14][N:13]([C@H:16]([CH3:33])[CH2:17][CH2:18][NH:19][C:20](=[O:32])[C:21]3[C:29]([CH3:30])=[CH:28][C:24]([C:25]([OH:27])=O)=[CH:23][C:22]=3[CH3:31])[CH2:12][CH2:11]2)=[CH:5][CH:4]=1.C[CH2:43][N:44]=[C:45]=NCCCN(C)C.C1C=CC2N(O)N=NC=2C=1.CNC.CCN(C(C)C)C(C)C. The catalyst is CN(C=O)C. The yield is 0.380. The product is [CH3:1][O:2][C:3]1[CH:4]=[CH:5][C:6]([N:9]([CH2:34][C:35]2[CH:36]=[N:37][CH:38]=[CH:39][C:40]=2[CH3:41])[CH:10]2[CH2:15][CH2:14][N:13]([C@H:16]([CH3:33])[CH2:17][CH2:18][NH:19][C:20](=[O:32])[C:21]3[C:22]([CH3:31])=[CH:23][C:24]([C:25]([N:44]([CH3:45])[CH3:43])=[O:27])=[CH:28][C:29]=3[CH3:30])[CH2:12][CH2:11]2)=[CH:7][CH:8]=1. (4) The reactants are [CH2:1]([C:5]1[N:6]=[C:7]([CH3:27])[NH:8][C:9](=[O:26])[C:10]=1[CH2:11][C:12]1[CH:17]=[CH:16][C:15]([C:18]2[C:19]([C:24]#[N:25])=[CH:20][CH:21]=[CH:22][CH:23]=2)=[CH:14][CH:13]=1)[CH2:2][CH2:3][CH3:4].[O:28]=[C:29]1[C:37]2[C:32](=[CH:33][C:34](B(O)O)=[CH:35][CH:36]=2)[CH2:31][CH2:30]1.C([N:43](CC)CC)C.N1C=CC=CC=1.[C:54]([O:57]CC)(=[O:56])C. The catalyst is O1CCCC1.C([O-])(=O)C.[Cu+2].C([O-])(=O)C. The yield is 0.180. The product is [CH2:1]([C:5]1[N:6]=[C:7]([CH3:27])[N:8]([C:34]2[CH:33]=[C:32]3[C:37](=[CH:36][CH:35]=2)[CH:29]([OH:28])[CH2:30][CH2:31]3)[C:9](=[O:26])[C:10]=1[CH2:11][C:12]1[CH:17]=[CH:16][C:15]([C:18]2[CH:23]=[CH:22][CH:21]=[CH:20][C:19]=2[C:24]2[NH:43][C:54](=[O:56])[O:57][N:25]=2)=[CH:14][CH:13]=1)[CH2:2][CH2:3][CH3:4]. (5) The reactants are [CH2:1]([O:8][C:9](=[O:33])[NH:10][C@@H:11]([CH2:26][C:27]1[CH:32]=[CH:31][CH:30]=[CH:29][CH:28]=1)[CH2:12][NH:13][C:14](=[O:25])[C@H:15]([NH:17]C(OC(C)(C)C)=O)[CH3:16])[C:2]1[CH:7]=[CH:6][CH:5]=[CH:4][CH:3]=1.CO.C(O)(C(F)(F)F)=O. The catalyst is ClCCl. The product is [CH2:1]([O:8][C:9](=[O:33])[NH:10][C@@H:11]([CH2:26][C:27]1[CH:32]=[CH:31][CH:30]=[CH:29][CH:28]=1)[CH2:12][NH:13][C:14](=[O:25])[C@@H:15]([CH3:16])[NH2:17])[C:2]1[CH:7]=[CH:6][CH:5]=[CH:4][CH:3]=1. The yield is 0.900. (6) The reactants are [CH2:1]([C:4]1[CH:5]=[C:6]([CH:9]=[CH:10][C:11]=1[OH:12])[C:7]#[N:8])[CH:2]=[CH2:3]. The catalyst is CCO.[Pd]. The product is [OH:12][C:11]1[CH:10]=[CH:9][C:6]([C:7]#[N:8])=[CH:5][C:4]=1[CH2:1][CH2:2][CH3:3]. The yield is 0.990. (7) The product is [CH2:1]([O:3][C:4]([C:6]1[N:7]([CH3:23])[C:8]2[C:13]([C:14]=1[NH:15][C:16]1[CH:21]=[CH:20][N:19]=[CH:18][CH:17]=1)=[CH:12][C:11]([F:22])=[CH:10][CH:9]=2)=[O:5])[CH3:2]. The yield is 0.300. The catalyst is CN(C)C=O.C(OCC)(=O)C. The reactants are [CH2:1]([O:3][C:4]([C:6]1[NH:7][C:8]2[C:13]([C:14]=1[NH:15][C:16]1[CH:21]=[CH:20][N:19]=[CH:18][CH:17]=1)=[CH:12][C:11]([F:22])=[CH:10][CH:9]=2)=[O:5])[CH3:2].[CH3:23]C(C)([O-])C.[K+].O1CCCC1.[Cl-].[NH4+]. (8) The reactants are Cl[C:2]1[C:7]([CH2:8][CH2:9][NH:10][CH3:11])=[CH:6][N:5]=[C:4]2[N:12]([S:15]([C:18]3[CH:24]=[CH:23][C:21]([CH3:22])=[CH:20][CH:19]=3)(=[O:17])=[O:16])[CH:13]=[CH:14][C:3]=12.CCN(C(C)C)C(C)C. The catalyst is C(O)CC. The product is [CH3:11][N:10]1[C:2]2=[C:3]3[CH:14]=[CH:13][N:12]([S:15]([C:18]4[CH:24]=[CH:23][C:21]([CH3:22])=[CH:20][CH:19]=4)(=[O:17])=[O:16])[C:4]3=[N:5][CH:6]=[C:7]2[CH2:8][CH2:9]1. The yield is 0.510.